From a dataset of NCI-60 drug combinations with 297,098 pairs across 59 cell lines. Regression. Given two drug SMILES strings and cell line genomic features, predict the synergy score measuring deviation from expected non-interaction effect. (1) Drug 1: C(=O)(N)NO. Drug 2: CC1=C(C=C(C=C1)C(=O)NC2=CC(=CC(=C2)C(F)(F)F)N3C=C(N=C3)C)NC4=NC=CC(=N4)C5=CN=CC=C5. Cell line: DU-145. Synergy scores: CSS=4.26, Synergy_ZIP=-3.59, Synergy_Bliss=-1.59, Synergy_Loewe=-2.25, Synergy_HSA=-2.35. (2) Drug 1: CCCCC(=O)OCC(=O)C1(CC(C2=C(C1)C(=C3C(=C2O)C(=O)C4=C(C3=O)C=CC=C4OC)O)OC5CC(C(C(O5)C)O)NC(=O)C(F)(F)F)O. Drug 2: CCC1(C2=C(COC1=O)C(=O)N3CC4=CC5=C(C=CC(=C5CN(C)C)O)N=C4C3=C2)O.Cl. Cell line: NCI-H460. Synergy scores: CSS=84.2, Synergy_ZIP=5.12, Synergy_Bliss=3.76, Synergy_Loewe=-5.15, Synergy_HSA=7.03. (3) Drug 1: CC1=C(C=C(C=C1)NC2=NC=CC(=N2)N(C)C3=CC4=NN(C(=C4C=C3)C)C)S(=O)(=O)N.Cl. Drug 2: C1CC(C1)(C(=O)O)C(=O)O.[NH2-].[NH2-].[Pt+2]. Cell line: SF-539. Synergy scores: CSS=35.1, Synergy_ZIP=-11.7, Synergy_Bliss=-5.27, Synergy_Loewe=-2.53, Synergy_HSA=-0.967.